Dataset: Reaction yield outcomes from USPTO patents with 853,638 reactions. Task: Predict the reaction yield, written as a fraction of the theoretical maximum amount of product (1.0 means a 100% yield; for example, 0.34 means a 34% yield). (1) The reactants are [CH2:1]([O:3][C:4]([C:6]1[C:15](=[O:16])[C:14]2[C:9]3=[C:10]([CH2:17][CH2:18][CH2:19][N:8]3[CH:7]=1)[CH:11]=[CH:12][CH:13]=2)=[O:5])[CH3:2].OS(O)(=O)=O.[N+:25]([O-])([OH:27])=[O:26]. No catalyst specified. The product is [CH2:1]([O:3][C:4]([C:6]1[C:15](=[O:16])[C:14]2[C:9]3=[C:10]([CH2:17][CH2:18][CH2:19][N:8]3[CH:7]=1)[CH:11]=[CH:12][C:13]=2[N+:25]([O-:27])=[O:26])=[O:5])[CH3:2]. The yield is 0.950. (2) The reactants are [CH:1]1([CH:7]([NH:19][C:20]2[CH:21]=[CH:22][C:23]([C:26]([OH:28])=O)=[N:24][CH:25]=2)[C:8]2[O:9][C:10]3[CH:17]=[CH:16][C:15]([F:18])=[CH:14][C:11]=3[C:12]=2[CH3:13])[CH2:6][CH2:5][CH2:4][CH2:3][CH2:2]1.Cl.[CH2:30]([O:32][C:33](=[O:37])[CH2:34][CH2:35][NH2:36])[CH3:31].O.ON1C2C=CC=CC=2N=N1.Cl.C(N=C=NCCCN(C)C)C.[Cl-].[NH4+]. The catalyst is CN(C)C=O.C(N(CC)CC)C. The product is [CH:1]1([CH:7]([NH:19][C:20]2[CH:21]=[CH:22][C:23]([C:26]([NH:36][CH2:35][CH2:34][C:33]([O:32][CH2:30][CH3:31])=[O:37])=[O:28])=[N:24][CH:25]=2)[C:8]2[O:9][C:10]3[CH:17]=[CH:16][C:15]([F:18])=[CH:14][C:11]=3[C:12]=2[CH3:13])[CH2:6][CH2:5][CH2:4][CH2:3][CH2:2]1. The yield is 0.960. (3) The product is [CH2:1]([N:8]1[C:13](=[O:14])[C:12]([CH3:15])=[C:11]([CH3:16])[N:10]=[C:9]1[CH:17]([N:21]([CH2:22][C:23](=[O:37])[CH2:24][CH2:25][N:26]1[C:34](=[O:35])[C:33]2[C:28](=[CH:29][CH:30]=[CH:31][CH:32]=2)[C:27]1=[O:36])[C:51](=[O:52])[C:48]1[CH:49]=[CH:50][C:45]([CH3:54])=[CH:46][CH:47]=1)[CH:18]([CH3:20])[CH3:19])[C:2]1[CH:3]=[CH:4][CH:5]=[CH:6][CH:7]=1. The catalyst is C(Cl)Cl. The yield is 0.700. The reactants are [CH2:1]([N:8]1[C:13](=[O:14])[C:12]([CH3:15])=[C:11]([CH3:16])[N:10]=[C:9]1[CH:17]([NH:21][CH2:22][C:23](=[O:37])[CH2:24][CH2:25][N:26]1[C:34](=[O:35])[C:33]2[C:28](=[CH:29][CH:30]=[CH:31][CH:32]=2)[C:27]1=[O:36])[CH:18]([CH3:20])[CH3:19])[C:2]1[CH:7]=[CH:6][CH:5]=[CH:4][CH:3]=1.C(N(CC)CC)C.[C:45]1([CH3:54])[CH:50]=[CH:49][C:48]([C:51](Cl)=[O:52])=[CH:47][CH:46]=1. (4) The reactants are Br[C:2]1[NH:6][C:5]([CH3:7])=[N:4][C:3]=1[C:8]1[CH:13]=[CH:12][C:11]([F:14])=[CH:10][CH:9]=1.[O-]P([O-])([O-])=O.[K+].[K+].[K+].[C:23]([NH:31][C:32]1[N:33]=[C:34]2[CH:39]=[CH:38][C:37](B(O)O)=[N:36][N:35]2[CH:43]=1)(=[O:30])[C:24]1[CH:29]=[CH:28][N:27]=[CH:26][CH:25]=1. The catalyst is C1C=CC(P(C2C=CC=CC=2)[C-]2C=CC=C2)=CC=1.C1C=CC(P(C2C=CC=CC=2)[C-]2C=CC=C2)=CC=1.Cl[Pd]Cl.[Fe+2].C(Cl)Cl. The product is [F:14][C:11]1[CH:12]=[CH:13][C:8]([C:3]2[N:4]=[C:5]([CH3:7])[NH:6][C:2]=2[C:37]2[CH:38]=[CH:39][C:34]3[N:35]([CH:43]=[C:32]([NH:31][C:23](=[O:30])[C:24]4[CH:29]=[CH:28][N:27]=[CH:26][CH:25]=4)[N:33]=3)[N:36]=2)=[CH:9][CH:10]=1. The yield is 0.0672. (5) The reactants are ClC(Cl)(O[C:5](=[O:11])OC(Cl)(Cl)Cl)Cl.[CH:13]([N:16]1[C:20]2[N:21]=[C:22]([C:31]3[CH:36]=[CH:35][C:34]([NH2:37])=[CH:33][CH:32]=3)[N:23]=[C:24]([N:25]3[CH2:30][CH2:29][O:28][CH2:27][CH2:26]3)[C:19]=2[N:18]=[N:17]1)([CH3:15])[CH3:14].C[CH2:39][N:40]([CH2:43]C)[CH2:41][CH3:42]. The catalyst is C(Cl)Cl. The product is [CH3:43][N:40]([CH3:39])[C:41]1[CH:42]=[CH:35][C:34]([NH:37][C:5]([NH:37][C:34]2[CH:33]=[CH:32][C:31]([C:22]3[N:23]=[C:24]([N:25]4[CH2:30][CH2:29][O:28][CH2:27][CH2:26]4)[C:19]4[N:18]=[N:17][N:16]([CH:13]([CH3:15])[CH3:14])[C:20]=4[N:21]=3)=[CH:36][CH:35]=2)=[O:11])=[CH:33][CH:32]=1. The yield is 0.630. (6) The reactants are [F:1][C:2]1[CH:7]=[CH:6][C:5]([OH:8])=[C:4]([CH2:9][CH:10]=[CH2:11])[CH:3]=1.Cl[Sn](Cl)(Cl)Cl.[I:17]I. The catalyst is ClCCl. The product is [F:1][C:2]1[CH:7]=[CH:6][C:5]2[O:8][CH:10]([CH2:11][I:17])[CH2:9][C:4]=2[CH:3]=1. The yield is 0.540. (7) The reactants are [O:1]=[C:2]1[NH:3][C:4]2[C:9](/[C:10]/1=[CH:11]/[C:12]1[NH:16][C:15]([CH3:17])=[C:14]([C:18]([OH:20])=O)[C:13]=1[CH3:21])=[CH:8][CH:7]=[CH:6][CH:5]=2.[CH3:22][N:23]([CH:25]=O)[CH3:24].[CH3:27][N:28]([P+](ON1N=NC2C=CC=CC1=2)(N(C)C)N(C)C)C.F[P-](F)(F)(F)(F)F.[CH3:54][CH:55]1CN[CH2:58][CH:57](C)[N:56]1CCN. The catalyst is C(Cl)Cl.CO.C(N(CC)CC)C. The product is [CH3:54][CH:55]1[NH:56][CH:57]([CH3:58])[CH2:24][N:23]([CH2:25][CH2:27][NH:28][C:18]([C:14]2[C:13]([CH3:21])=[C:12](/[CH:11]=[C:10]3\[C:2](=[O:1])[NH:3][C:4]4[C:9]\3=[CH:8][CH:7]=[CH:6][CH:5]=4)[NH:16][C:15]=2[CH3:17])=[O:20])[CH2:22]1. The yield is 0.500. (8) The reactants are Cl.Cl.[C:3](=[NH:13])(OCC)[C:4]1[CH:9]=[CH:8][CH:7]=[N:6][CH:5]=1.C(O)(=O)C(O)=O.[CH2:20]([NH:22][NH2:23])[CH3:21]. The catalyst is N1C=CC=CC=1. The product is [CH2:20]([NH:22][NH:23][C:3](=[NH:13])[C:4]1[CH:9]=[CH:8][CH:7]=[N:6][CH:5]=1)[CH3:21]. The yield is 1.00.